This data is from Catalyst prediction with 721,799 reactions and 888 catalyst types from USPTO. The task is: Predict which catalyst facilitates the given reaction. (1) Product: [C:1]([C:5]1[N:10]=[C:9]([N:11]2[CH2:16][CH2:15][N:14]([CH2:17][CH2:18][CH2:19][CH2:20][NH:21][C:31]([N:45]3[CH2:46][CH2:47][N:42]([CH2:41][CH:38]4[CH2:40][CH2:39]4)[CH2:43][CH2:44]3)=[O:32])[CH2:13][CH2:12]2)[CH:8]=[C:7]([C:22]([F:24])([F:25])[F:23])[N:6]=1)([CH3:4])([CH3:2])[CH3:3]. The catalyst class is: 147. Reactant: [C:1]([C:5]1[N:10]=[C:9]([N:11]2[CH2:16][CH2:15][N:14]([CH2:17][CH2:18][CH2:19][CH2:20][NH2:21])[CH2:13][CH2:12]2)[CH:8]=[C:7]([C:22]([F:25])([F:24])[F:23])[N:6]=1)([CH3:4])([CH3:3])[CH3:2].C1N=CN([C:31](N2C=NC=C2)=[O:32])C=1.[CH:38]1([CH2:41][N:42]2[CH2:47][CH2:46][NH:45][CH2:44][CH2:43]2)[CH2:40][CH2:39]1. (2) Reactant: ClC1C=CC(/C=[N:9]/[C:10]([CH3:22])([CH2:18][CH:19]2[CH2:21][CH2:20]2)[C:11]([O:13][C:14]([CH3:17])([CH3:16])[CH3:15])=[O:12])=CC=1.C(O)(=O)CC(CC(O)=O)(C(O)=O)O.C1COCC1.O. Product: [NH2:9][C:10]([CH3:22])([CH2:18][CH:19]1[CH2:21][CH2:20]1)[C:11]([O:13][C:14]([CH3:15])([CH3:16])[CH3:17])=[O:12]. The catalyst class is: 13. (3) Reactant: [F:1][C:2]([F:15])([F:14])[O:3][C:4]1[CH:13]=[CH:12][CH:11]=[CH:10][C:5]=1[C:6]([NH:8][NH2:9])=[O:7].[CH:16]1([N:19]=[C:20]=[O:21])[CH2:18][CH2:17]1.C(OCC)C. Product: [CH:16]1([NH:19][C:20]([NH:9][NH:8][C:6]([C:5]2[CH:10]=[CH:11][CH:12]=[CH:13][C:4]=2[O:3][C:2]([F:14])([F:15])[F:1])=[O:7])=[O:21])[CH2:18][CH2:17]1. The catalyst class is: 1.